From a dataset of Reaction yield outcomes from USPTO patents with 853,638 reactions. Predict the reaction yield, written as a fraction of the theoretical maximum amount of product (1.0 means a 100% yield; for example, 0.34 means a 34% yield). (1) The reactants are ClC(Cl)(O[C:5](=[O:11])OC(Cl)(Cl)Cl)Cl.[C:13]12([CH2:23][CH2:24][NH:25][CH3:26])[CH2:22][CH:17]3[CH2:18][CH:19]([CH2:21][CH:15]([CH2:16]3)[CH2:14]1)[CH2:20]2.C(N(C(C)C)CC)(C)C.[CH3:36][NH:37][CH2:38][CH2:39][CH2:40][C:41]1[CH:46]=[CH:45][N:44]=[CH:43][CH:42]=1. The catalyst is ClCCl.C(OCC)C. The product is [C:13]12([CH2:23][CH2:24][N:25]([CH3:26])[C:5]([N:37]([CH3:36])[CH2:38][CH2:39][CH2:40][C:41]3[CH:42]=[CH:43][N:44]=[CH:45][CH:46]=3)=[O:11])[CH2:20][CH:19]3[CH2:18][CH:17]([CH2:16][CH:15]([CH2:21]3)[CH2:14]1)[CH2:22]2. The yield is 0.540. (2) The reactants are [CH3:1][CH2:2][CH2:3][CH:4]([NH2:8])[CH2:5][CH2:6][CH3:7].[N:9]([C:12]1[CH:17]=[CH:16][C:15]([O:18][CH3:19])=[CH:14][C:13]=1[O:20][CH3:21])=[C:10]=[O:11]. No catalyst specified. The product is [CH3:21][O:20][C:13]1[CH:14]=[C:15]([O:18][CH3:19])[CH:16]=[CH:17][C:12]=1[NH:9][C:10]([NH:8][CH:4]([CH2:5][CH2:6][CH3:7])[CH2:3][CH2:2][CH3:1])=[O:11]. The yield is 0.880. (3) The reactants are [OH:1][CH2:2][CH:3]1[O:8][CH2:7][CH2:6][N:5]([C:9]([O:11][C:12]([CH3:15])([CH3:14])[CH3:13])=[O:10])[CH2:4]1.O[N:17]1C(=O)C2C(=CC=CC=2)C1=O.C1(P(C2C=CC=CC=2)C2C=CC=CC=2)C=CC=CC=1.N(C(OC(C)C)=O)=NC(OC(C)C)=O.O.NN. The catalyst is C(Cl)Cl.O. The product is [NH2:17][O:1][CH2:2][CH:3]1[O:8][CH2:7][CH2:6][N:5]([C:9]([O:11][C:12]([CH3:15])([CH3:14])[CH3:13])=[O:10])[CH2:4]1. The yield is 0.560. (4) The reactants are [CH3:1][O:2][C:3]1[N:8]=[C:7]([C:9]2[S:13][C:12]([CH:14]=[O:15])=[CH:11][CH:10]=2)[CH:6]=[C:5]([NH:16][CH2:17][CH2:18][C:19]2[CH:24]=[CH:23][C:22]([O:25][CH3:26])=[CH:21][CH:20]=2)[N:4]=1.[Mn]([O-])(=O)(=O)=[O:28].[K+]. The catalyst is CC(C)=O.O. The product is [CH3:1][O:2][C:3]1[N:8]=[C:7]([C:9]2[S:13][C:12]([C:14]([OH:28])=[O:15])=[CH:11][CH:10]=2)[CH:6]=[C:5]([NH:16][CH2:17][CH2:18][C:19]2[CH:20]=[CH:21][C:22]([O:25][CH3:26])=[CH:23][CH:24]=2)[N:4]=1. The yield is 0.500. (5) The reactants are [NH2:1][C:2]1[C:7]([O:8][CH2:9][C:10]([F:13])([F:12])[F:11])=[CH:6][C:5]([CH:14]([CH2:20][CH:21]2[CH2:23][CH2:22]2)[C:15]([O:17][CH2:18][CH3:19])=[O:16])=[CH:4][C:3]=1Br.[F:25][C:26]([F:37])([F:36])[C:27]1[CH:32]=[CH:31][C:30](B(O)O)=[CH:29][CH:28]=1.[F-].[Cs+].CCOC(C)=O. The catalyst is COCCOC.C1C=CC([P]([Pd]([P](C2C=CC=CC=2)(C2C=CC=CC=2)C2C=CC=CC=2)([P](C2C=CC=CC=2)(C2C=CC=CC=2)C2C=CC=CC=2)[P](C2C=CC=CC=2)(C2C=CC=CC=2)C2C=CC=CC=2)(C2C=CC=CC=2)C2C=CC=CC=2)=CC=1.O. The product is [NH2:1][C:2]1[C:3]([C:30]2[CH:31]=[CH:32][C:27]([C:26]([F:37])([F:36])[F:25])=[CH:28][CH:29]=2)=[CH:4][C:5]([CH:14]([CH2:20][CH:21]2[CH2:23][CH2:22]2)[C:15]([O:17][CH2:18][CH3:19])=[O:16])=[CH:6][C:7]=1[O:8][CH2:9][C:10]([F:13])([F:12])[F:11]. The yield is 0.820.